Dataset: Full USPTO retrosynthesis dataset with 1.9M reactions from patents (1976-2016). Task: Predict the reactants needed to synthesize the given product. (1) Given the product [Br:1][C:2]1[CH:30]=[CH:29][C:28]([F:31])=[CH:27][C:3]=1[O:4][CH:5]1[CH2:10][CH2:9][N:8]([C:11]2[N:15]=[C:14]([C:16]3[CH:20]=[CH:19][N:18]([CH2:21][C:22]([OH:24])=[O:23])[N:17]=3)[O:13][N:12]=2)[CH2:7][CH2:6]1, predict the reactants needed to synthesize it. The reactants are: [Br:1][C:2]1[CH:30]=[CH:29][C:28]([F:31])=[CH:27][C:3]=1[O:4][CH:5]1[CH2:10][CH2:9][N:8]([C:11]2[N:15]=[C:14]([C:16]3[CH:20]=[CH:19][N:18]([CH2:21][C:22]([O:24]CC)=[O:23])[N:17]=3)[O:13][N:12]=2)[CH2:7][CH2:6]1.[OH-].[Na+]. (2) Given the product [CH:29]1([N:12]2[C:8]([C:5]3[CH:6]=[CH:7][C:2]([F:1])=[CH:3][CH:4]=3)=[C:9]([C:13]3[S:14][CH:15]=[C:16]([CH2:18][C:19]([NH:21][CH2:22][CH:23]4[CH2:28][CH2:27][O:26][CH2:25][CH2:24]4)=[O:20])[N:17]=3)[CH:10]=[N:11]2)[CH2:35][CH2:34][CH2:33][CH2:32][CH2:31][CH2:30]1.[CH:29]1([N:11]2[CH:10]=[C:9]([C:13]3[S:14][CH:15]=[C:16]([CH2:18][C:19]([NH:21][CH2:22][CH:23]4[CH2:28][CH2:27][O:26][CH2:25][CH2:24]4)=[O:20])[N:17]=3)[C:8]([C:5]3[CH:6]=[CH:7][C:2]([F:1])=[CH:3][CH:4]=3)=[N:12]2)[CH2:35][CH2:34][CH2:33][CH2:32][CH2:31][CH2:30]1, predict the reactants needed to synthesize it. The reactants are: [F:1][C:2]1[CH:7]=[CH:6][C:5]([C:8]2[NH:12][N:11]=[CH:10][C:9]=2[C:13]2[S:14][CH:15]=[C:16]([CH2:18][C:19]([NH:21][CH2:22][CH:23]3[CH2:28][CH2:27][O:26][CH2:25][CH2:24]3)=[O:20])[N:17]=2)=[CH:4][CH:3]=1.[CH:29]1(O)[CH2:35][CH2:34][CH2:33][CH2:32][CH2:31][CH2:30]1.CC(OC(/N=N/C(OC(C)C)=O)=O)C.C1(P(C2C=CC=CC=2)C2C=CC=CC=2)C=CC=CC=1. (3) Given the product [CH:1]1([N:6]2[CH2:12][C@:11]([F:15])([CH:13]=[CH2:14])[C:10](=[O:16])[N:9]([CH3:17])[C:8]3[CH:18]=[N:19][C:20]([NH:22][C:23]4[C:31]([O:32][CH3:33])=[CH:30][C:26]([C:27]([NH:59][CH:60]5[CH2:65][CH2:64][N:63]([CH3:66])[CH2:62][CH2:61]5)=[O:28])=[C:25]([F:34])[CH:24]=4)=[N:21][C:7]2=3)[CH2:5][CH2:4][CH2:3][CH2:2]1, predict the reactants needed to synthesize it. The reactants are: [CH:1]1([N:6]2[CH2:12][C@:11]([F:15])([CH:13]=[CH2:14])[C:10](=[O:16])[N:9]([CH3:17])[C:8]3[CH:18]=[N:19][C:20]([NH:22][C:23]4[C:31]([O:32][CH3:33])=[CH:30][C:26]([C:27](O)=[O:28])=[C:25]([F:34])[CH:24]=4)=[N:21][C:7]2=3)[CH2:5][CH2:4][CH2:3][CH2:2]1.CN(C(ON1N=NC2C=CC=NC1=2)=[N+](C)C)C.F[P-](F)(F)(F)(F)F.[NH2:59][CH:60]1[CH2:65][CH2:64][N:63]([CH3:66])[CH2:62][CH2:61]1. (4) Given the product [CH:8]1([CH2:7][N:1]2[CH:5]=[CH:4][CH:3]=[N:2]2)[CH2:12][CH2:11][CH2:10][CH2:9]1, predict the reactants needed to synthesize it. The reactants are: [NH:1]1[CH:5]=[CH:4][CH:3]=[N:2]1.Br[CH2:7][CH:8]1[CH2:12][CH2:11][CH2:10][CH2:9]1.[Br-].[OH-].[Na+]. (5) Given the product [C:44]([O:43][C:42]([NH:41][C:38]1[C:37]2[CH:14]([C:16]3[CH:21]=[CH:20][C:19]([N:22]4[CH2:27][CH2:26][N:25]([C:28]([O:30][C:31]([CH3:34])([CH3:33])[CH3:32])=[O:29])[CH2:24][CH2:23]4)=[CH:18][CH:17]=3)[C:50]([C:49]#[N:51])=[C:4]([C:3]3[CH:8]=[CH:9][C:10]([O:12][CH3:13])=[CH:11][C:2]=3[F:1])[NH:35][C:36]=2[NH:40][N:39]=1)=[O:48])([CH3:45])([CH3:47])[CH3:46], predict the reactants needed to synthesize it. The reactants are: [F:1][C:2]1[CH:11]=[C:10]([O:12][CH3:13])[CH:9]=[CH:8][C:3]=1[C:4](OC)=O.[CH:14]([C:16]1[CH:21]=[CH:20][C:19]([N:22]2[CH2:27][CH2:26][N:25]([C:28]([O:30][C:31]([CH3:34])([CH3:33])[CH3:32])=[O:29])[CH2:24][CH2:23]2)=[CH:18][CH:17]=1)=O.[NH2:35][C:36]1[NH:40][N:39]=[C:38]([NH:41][C:42](=[O:48])[O:43][C:44]([CH3:47])([CH3:46])[CH3:45])[CH:37]=1.[C:49](#[N:51])[CH3:50]. (6) The reactants are: [N+:1]([C:4]1[CH:9]=[CH:8][C:7]([N:10]2[CH2:15][CH2:14][NH:13][CH2:12][CH2:11]2)=[CH:6][C:5]=1[NH:16][C:17]1[CH:22]=[CH:21][CH:20]=[CH:19][CH:18]=1)([O-:3])=[O:2].[CH2:23](Br)[C:24]1[CH:29]=[CH:28][CH:27]=[CH:26][CH:25]=1.C(N(CC)CC)C. Given the product [CH2:23]([N:13]1[CH2:14][CH2:15][N:10]([C:7]2[CH:8]=[CH:9][C:4]([N+:1]([O-:3])=[O:2])=[C:5]([NH:16][C:17]3[CH:22]=[CH:21][CH:20]=[CH:19][CH:18]=3)[CH:6]=2)[CH2:11][CH2:12]1)[C:24]1[CH:29]=[CH:28][CH:27]=[CH:26][CH:25]=1, predict the reactants needed to synthesize it.